Dataset: Catalyst prediction with 721,799 reactions and 888 catalyst types from USPTO. Task: Predict which catalyst facilitates the given reaction. (1) Product: [Br:1][C:2]1[CH:3]=[CH:4][C:5]([Cl:11])=[C:6]([C:7]([C:18]2[CH:17]=[CH:16][C:15]([O:19][CH3:20])=[C:14]([F:21])[C:13]=2[F:12])=[O:8])[CH:10]=1. Reactant: [Br:1][C:2]1[CH:3]=[CH:4][C:5]([Cl:11])=[C:6]([CH:10]=1)[C:7](Cl)=[O:8].[F:12][C:13]1[CH:18]=[CH:17][CH:16]=[C:15]([O:19][CH3:20])[C:14]=1[F:21].[Cl-].[Al+3].[Cl-].[Cl-]. The catalyst class is: 4. (2) Reactant: [CH2:1]([OH:5])[CH2:2][CH2:3][CH3:4]. Product: [CH2:1]([O:5][C:4]1[CH2:3][CH2:2][C:1]=1[O:5][CH2:1][CH2:2][CH2:3][CH3:4])[CH2:2][CH2:3][CH3:4]. The catalyst class is: 17. (3) Reactant: Cl[C:2]1[N:7]=[CH:6][C:5]([O:8][C:9]2[CH:14]=[CH:13][C:12]([S:15]([NH:18][C:19]3[S:20][CH:21]=[CH:22][N:23]=3)(=[O:17])=[O:16])=[CH:11][C:10]=2[C:24]#[N:25])=[C:4]([C:26]2[CH:27]=[N:28][CH:29]=[CH:30][CH:31]=2)[CH:3]=1.[F:32][C:33]1[N:38]=[CH:37][C:36](B(O)O)=[CH:35][CH:34]=1.C([O-])([O-])=O.[Na+].[Na+].O. Product: [C:24]([C:10]1[CH:11]=[C:12]([S:15]([NH:18][C:19]2[S:20][CH:21]=[CH:22][N:23]=2)(=[O:17])=[O:16])[CH:13]=[CH:14][C:9]=1[O:8][C:5]1[C:4]([C:26]2[CH:27]=[N:28][CH:29]=[CH:30][CH:31]=2)=[CH:3][C:2]([C:36]2[CH:37]=[N:38][C:33]([F:32])=[CH:34][CH:35]=2)=[N:7][CH:6]=1)#[N:25]. The catalyst class is: 427. (4) Reactant: [N:1]1([C:7]([C:9]2[C:10]3[CH2:29][S:28](=[O:31])(=[O:30])[C:27]4[CH:26]=[CH:25][CH:24]=[CH:23][C:22]=4[C:11]=3[N:12]([C:14]3[CH:15]=[C:16]([CH:19]=[CH:20][CH:21]=3)[C:17]#[N:18])[N:13]=2)=[O:8])[CH2:6][CH2:5][O:4][CH2:3][CH2:2]1.[C:32]([N:35]=[N+:36]=[N-])(=O)[CH3:33].C([O-])([O-])=O.[K+].[K+]. Product: [CH3:33][C:32]1[NH:35][N:36]=[C:17]([C:16]2[CH:15]=[C:14]([N:12]3[C:11]4[C:22]5[CH:23]=[CH:24][CH:25]=[CH:26][C:27]=5[S:28](=[O:30])(=[O:31])[CH2:29][C:10]=4[C:9]([C:7]([N:1]4[CH2:6][CH2:5][O:4][CH2:3][CH2:2]4)=[O:8])=[N:13]3)[CH:21]=[CH:20][CH:19]=2)[N:18]=1. The catalyst class is: 11. (5) Product: [Cl:1][C:2]1[CH:16]=[CH:15][C:5]([O:6][CH:7]([CH2:13][CH3:14])[C:8]([OH:10])=[O:9])=[C:4]([C:17]#[C:18][C:19]2[CH:24]=[C:23]([S:25]([CH2:28][CH2:29][CH3:30])(=[O:27])=[O:26])[CH:22]=[CH:21][C:20]=2[CH3:31])[CH:3]=1. The catalyst class is: 88. Reactant: [Cl:1][C:2]1[CH:16]=[CH:15][C:5]([O:6][CH:7]([CH2:13][CH3:14])[C:8]([O:10]CC)=[O:9])=[C:4]([C:17]#[C:18][C:19]2[CH:24]=[C:23]([S:25]([CH2:28][CH2:29][CH3:30])(=[O:27])=[O:26])[CH:22]=[CH:21][C:20]=2[CH3:31])[CH:3]=1.[OH-].[Na+].Cl. (6) Reactant: [Cl:1][C:2]1[CH:7]=[C:6]([NH:8][C:9]2[CH:14]=[CH:13][CH:12]=[CH:11][C:10]=2[CH2:15][O:16][CH2:17][CH2:18][O:19][CH2:20][CH2:21][O:22]C2CCCCO2)[CH:5]=[CH:4][C:3]=1[C:29]([C:31]1[CH:36]=[CH:35][CH:34]=[CH:33][C:32]=1[CH3:37])=[O:30].C1(C)C=CC(S(O)(=O)=O)=CC=1.C([O-])(O)=O.[Na+]. Product: [Cl:1][C:2]1[CH:7]=[C:6]([NH:8][C:9]2[CH:14]=[CH:13][CH:12]=[CH:11][C:10]=2[CH2:15][O:16][CH2:17][CH2:18][O:19][CH2:20][CH2:21][OH:22])[CH:5]=[CH:4][C:3]=1[C:29]([C:31]1[CH:36]=[CH:35][CH:34]=[CH:33][C:32]=1[CH3:37])=[O:30]. The catalyst class is: 5.